Dataset: Peptide-MHC class II binding affinity with 134,281 pairs from IEDB. Task: Regression. Given a peptide amino acid sequence and an MHC pseudo amino acid sequence, predict their binding affinity value. This is MHC class II binding data. (1) The peptide sequence is AAFQGAHARFVAAAA. The MHC is DRB1_0401 with pseudo-sequence DRB1_0401. The binding affinity (normalized) is 0.585. (2) The peptide sequence is EKKYFAAKQFEPLAA. The MHC is HLA-DQA10401-DQB10402 with pseudo-sequence HLA-DQA10401-DQB10402. The binding affinity (normalized) is 0.236.